Task: Regression. Given two drug SMILES strings and cell line genomic features, predict the synergy score measuring deviation from expected non-interaction effect.. Dataset: NCI-60 drug combinations with 297,098 pairs across 59 cell lines Drug 1: CNC(=O)C1=CC=CC=C1SC2=CC3=C(C=C2)C(=NN3)C=CC4=CC=CC=N4. Drug 2: C1CCC(C(C1)N)N.C(=O)(C(=O)[O-])[O-].[Pt+4]. Cell line: SNB-75. Synergy scores: CSS=12.0, Synergy_ZIP=-0.826, Synergy_Bliss=4.60, Synergy_Loewe=5.51, Synergy_HSA=5.95.